Dataset: Full USPTO retrosynthesis dataset with 1.9M reactions from patents (1976-2016). Task: Predict the reactants needed to synthesize the given product. Given the product [CH:21]1([C:26]2[N:28]=[C:6]([CH:8]3[CH2:9][N:10]([C:12]([O:14][C:15]([CH3:16])([CH3:17])[CH3:18])=[O:13])[CH2:11]3)[CH:5]=[C:4]([OH:19])[N:27]=2)[CH2:25][CH2:24][CH2:23][CH2:22]1, predict the reactants needed to synthesize it. The reactants are: C(O[C:4](=[O:19])[CH2:5][C:6]([CH:8]1[CH2:11][N:10]([C:12]([O:14][C:15]([CH3:18])([CH3:17])[CH3:16])=[O:13])[CH2:9]1)=O)C.Cl.[CH:21]1([C:26]([NH2:28])=[NH:27])[CH2:25][CH2:24][CH2:23][CH2:22]1.C[O-].[Na+].